From a dataset of Reaction yield outcomes from USPTO patents with 853,638 reactions. Predict the reaction yield, written as a fraction of the theoretical maximum amount of product (1.0 means a 100% yield; for example, 0.34 means a 34% yield). (1) The reactants are [S:1]1[C:5]2[CH:6]=[C:7]([C:10]3[O:14][C:13]([SH:15])=[N:12][N:11]=3)[CH:8]=[CH:9][C:4]=2[N:3]=[CH:2]1.[F:16][C:17]([F:27])([F:26])[C:18]1[CH:19]=[C:20]([CH:23]=[CH:24][CH:25]=1)[CH2:21]Cl.C(=O)([O-])[O-].[K+].[K+]. The catalyst is CN(C)C=O.C(OCC)(=O)C. The product is [F:16][C:17]([F:26])([F:27])[C:18]1[CH:19]=[C:20]([CH:23]=[CH:24][CH:25]=1)[CH2:21][S:15][C:13]1[O:14][C:10]([C:7]2[CH:8]=[CH:9][C:4]3[N:3]=[CH:2][S:1][C:5]=3[CH:6]=2)=[N:11][N:12]=1. The yield is 0.820. (2) The reactants are [Cl:1][C:2]1[N:11]=[C:10]([C:12]([O:14][CH3:15])=C)[C:9]2[C:4](=[CH:5][C:6]([O:16][CH3:17])=[CH:7][CH:8]=2)[N:3]=1.[Mn]([O-])(=O)(=O)=[O:19].[K+]. No catalyst specified. The product is [Cl:1][C:2]1[N:11]=[C:10]([C:12]([O:14][CH3:15])=[O:19])[C:9]2[C:4](=[CH:5][C:6]([O:16][CH3:17])=[CH:7][CH:8]=2)[N:3]=1. The yield is 0.760. (3) The reactants are [C:9](O[C:9]([O:11][C:12]([CH3:15])([CH3:14])[CH3:13])=[O:10])([O:11][C:12]([CH3:15])([CH3:14])[CH3:13])=[O:10].[NH2:16][C:17]1[CH:25]=[CH:24][C:20]([CH2:21][CH2:22][OH:23])=[CH:19][CH:18]=1. The catalyst is O1CCCC1. The product is [C:12]([O:11][C:9](=[O:10])[NH:16][C:17]1[CH:25]=[CH:24][C:20]([CH2:21][CH2:22][OH:23])=[CH:19][CH:18]=1)([CH3:13])([CH3:14])[CH3:15]. The yield is 0.940. (4) The reactants are [N:1]1([CH:6]2[CH2:15][CH2:14][C:13]([CH3:17])([CH3:16])[C:12]3[CH:11]=[C:10]([C:18]#[C:19][C:20]4[CH:28]=[CH:27][C:23](C([O-])=O)=[CH:22][CH:21]=4)[CH:9]=[CH:8][C:7]2=3)[CH:5]=[CH:4][N:3]=[CH:2]1.[OH-:29].[Na+].[CH2:31]([OH:33])[CH3:32]. The catalyst is O1CCCC1. The product is [N:1]1([CH:6]2[CH2:15][CH2:14][C:13]([CH3:16])([CH3:17])[C:12]3[CH:11]=[C:10]([C:18]#[C:19][C:20]4[CH:28]=[CH:27][C:23]([CH2:32][C:31]([OH:29])=[O:33])=[CH:22][CH:21]=4)[CH:9]=[CH:8][C:7]2=3)[CH:5]=[CH:4][N:3]=[CH:2]1. The yield is 0.870. (5) The reactants are [F:1][C:2]1[CH:7]=[CH:6][C:5]([O:8][CH3:9])=[CH:4][C:3]=1[C:10]1[CH:15]=[CH:14][C:13]([C:16]([O:18][CH3:19])=[O:17])=[CH:12][C:11]=1I.C(N(C(C)C)C(C)C)C.C1(P(C2C=CC=CC=2)C2C3OC4C(=CC=CC=4P(C4C=CC=CC=4)C4C=CC=CC=4)C(C)(C)C=3C=CC=2)C=CC=CC=1.[CH3:72][CH:73]([SH:75])[CH3:74]. The catalyst is C1C=CC(/C=C/C(/C=C/C2C=CC=CC=2)=O)=CC=1.C1C=CC(/C=C/C(/C=C/C2C=CC=CC=2)=O)=CC=1.C1C=CC(/C=C/C(/C=C/C2C=CC=CC=2)=O)=CC=1.[Pd].[Pd].C1(C)C=CC=CC=1. The product is [CH3:19][O:18][C:16]([C:13]1[CH:14]=[CH:15][C:10]([C:3]2[CH:4]=[C:5]([O:8][CH3:9])[CH:6]=[CH:7][C:2]=2[F:1])=[C:11]([S:75][CH:73]([CH3:74])[CH3:72])[CH:12]=1)=[O:17]. The yield is 0.890. (6) The reactants are O[CH2:2][CH2:3][C:4]1[CH:9]=[CH:8][CH:7]=[CH:6][N:5]=1.[BrH:10]. The catalyst is C(O)(=O)C. The product is [Br-:10].[Br:10][CH2:2][CH2:3][C:4]1[CH:9]=[CH:8][CH:7]=[CH:6][NH+:5]=1. The yield is 0.730. (7) The reactants are [CH3:1][C:2]1([CH3:28])[C:14]2[O:13][C:12]3[CH:15]=[CH:16][CH:17]=[CH:18][C:11]=3[C:10]=2C(=O)[C:8]2[C:3]1=[CH:4][C:5](OS(C(F)(F)F)(=O)=O)=[CH:6][CH:7]=2.C(=[NH:42])(C1C=CC=CC=1)C1C=CC=CC=1.[C:43](=[O:46])([O-])[O-].[Cs+].[Cs+].C1C=CC(P(C2C(C3C(P(C4C=CC=CC=4)C4C=CC=CC=4)=CC=C4C=3C=CC=C4)=C3C(C=CC=C3)=CC=2)C2C=CC=CC=2)=CC=1. The catalyst is C(OCC)(=O)C.C([O-])(=O)C.[Pd+2].C([O-])(=O)C.C1COCC1. The product is [NH2:42][C:5]1[CH:4]=[C:3]2[C:8](=[CH:7][CH:6]=1)[C:43](=[O:46])[C:10]1[C:11]3[CH:18]=[CH:17][CH:16]=[CH:15][C:12]=3[O:13][C:14]=1[C:2]2([CH3:28])[CH3:1]. The yield is 0.230. (8) The reactants are [Br:1][C:2]1[CH:3]=[C:4]2[CH2:10][CH2:9][NH:8][C:5]2=[N:6][CH:7]=1.ClC1C(=O)C(C#N)=C(C#N)C(=O)C=1Cl.O.C(OCC)(=O)C. The catalyst is C1(C)C=CC=CC=1. The product is [Br:1][C:2]1[CH:3]=[C:4]2[CH:10]=[CH:9][NH:8][C:5]2=[N:6][CH:7]=1. The yield is 0.440. (9) No catalyst specified. The product is [CH2:2]([C:7]1[S:32][C:4]([NH:8][C:9](=[O:25])[C:10]2[CH:15]=[CH:14][C:13]([B:16]3[O:20][C:19]([CH3:22])([CH3:21])[C:18]([CH3:24])([CH3:23])[O:17]3)=[CH:12][CH:11]=2)=[N:5][CH:6]=1)[CH3:3]. The yield is 0.342. The reactants are F[C:2]1[CH:7]=[CH:6][N:5]=[C:4]([NH:8][C:9](=[O:25])[C:10]2[CH:15]=[CH:14][C:13]([B:16]3[O:20][C:19]([CH3:22])([CH3:21])[C:18]([CH3:24])([CH3:23])[O:17]3)=[CH:12][CH:11]=2)[CH:3]=1.C(C1[S:32]C(N)=NC=1)C.